From a dataset of Reaction yield outcomes from USPTO patents with 853,638 reactions. Predict the reaction yield, written as a fraction of the theoretical maximum amount of product (1.0 means a 100% yield; for example, 0.34 means a 34% yield). (1) The reactants are [Br:1][C:2]1[CH:3]=[C:4]([NH:21][C:22](=[O:27])[CH2:23][C:24](=O)[CH3:25])[CH:5]=[CH:6][C:7]=1[N:8]([CH2:15][CH2:16][CH2:17][CH2:18][CH2:19][CH3:20])[CH2:9][CH2:10][CH2:11][CH2:12][CH2:13][CH3:14].[NH3:28]. The catalyst is CO. The product is [NH2:28]/[C:24](/[CH3:25])=[CH:23]\[C:22]([NH:21][C:4]1[CH:5]=[CH:6][C:7]([N:8]([CH2:15][CH2:16][CH2:17][CH2:18][CH2:19][CH3:20])[CH2:9][CH2:10][CH2:11][CH2:12][CH2:13][CH3:14])=[C:2]([Br:1])[CH:3]=1)=[O:27]. The yield is 1.00. (2) The reactants are [CH3:1][O:2][CH2:3][C@H:4]([OH:6])[CH3:5].[H-].[Na+].[N:9]1[C:16]([Cl:17])=[N:15][C:13](Cl)=[N:12][C:10]=1[Cl:11].CCOC(C)=O. The catalyst is C1COCC1.O. The product is [Cl:11][C:10]1[N:9]=[C:16]([Cl:17])[N:15]=[C:13]([O:6][C@H:4]([CH3:5])[CH2:3][O:2][CH3:1])[N:12]=1. The yield is 0.390. (3) The reactants are [C:1]([C:5]1[C:13]2[C:8](=[CH:9][C:10]([N+:14]([O-])=O)=[CH:11][CH:12]=2)[NH:7][CH:6]=1)([CH3:4])([CH3:3])[CH3:2]. The catalyst is [Ni]. The product is [C:1]([C:5]1[C:13]2[C:8](=[CH:9][C:10]([NH2:14])=[CH:11][CH:12]=2)[NH:7][CH:6]=1)([CH3:4])([CH3:2])[CH3:3]. The yield is 0.770. (4) The reactants are [CH3:1][NH:2][S:3]([C:6]1[CH:7]=[C:8]2[C:12](=[CH:13][CH:14]=1)[NH:11][C:10](=[O:15])[CH2:9]2)(=[O:5])=[O:4].[CH2:16]([O:18][C:19](=[O:32])[CH2:20][NH:21][C:22]([C:24]1[C:28]([CH3:29])=[C:27]([CH:30]=O)[NH:26][CH:25]=1)=[O:23])[CH3:17]. The catalyst is N1CCCCC1.C(O)C. The product is [CH2:16]([O:18][C:19](=[O:32])[CH2:20][NH:21][C:22]([C:24]1[C:28]([CH3:29])=[C:27]([CH:30]=[C:9]2[C:8]3[C:12](=[CH:13][CH:14]=[C:6]([S:3](=[O:5])(=[O:4])[NH:2][CH3:1])[CH:7]=3)[NH:11][C:10]2=[O:15])[NH:26][CH:25]=1)=[O:23])[CH3:17]. The yield is 0.360. (5) The product is [F:97][C:64]1[CH:65]=[C:66]([O:70][CH2:71][C@H:72]2[C@H:77]([C:78]3[CH:83]=[C:82]([F:84])[C:81]([F:85])=[CH:80][C:79]=3[F:86])[CH2:76][C:75](=[O:87])[NH:74][CH2:73]2)[C:67]([F:69])=[CH:68][C:63]=1[S:60]([NH:59][C:98]1[S:102][N:101]=[CH:100][N:99]=1)(=[O:61])=[O:62]. The reactants are COC1C=C(OC)C=CC=1CN(C1SN=CN=1)S(C1C=C(F)C(OC[C@H]2[C@H](C3C=CC(F)=CC=3)CC(=O)N(CC3C=CC(OC)=CC=3)C2)=CC=1F)(=O)=O.COC1C=C(OC)C=CC=1C[N:59]([C:98]1[S:102][N:101]=[CH:100][N:99]=1)[S:60]([C:63]1[CH:68]=[C:67]([F:69])[C:66]([O:70][CH2:71][C@H:72]2[C@H:77]([C:78]3[CH:83]=[C:82]([F:84])[C:81]([F:85])=[CH:80][C:79]=3[F:86])[CH2:76][C:75](=[O:87])[N:74](CC3C=CC(OC)=CC=3)[CH2:73]2)=[CH:65][C:64]=1[F:97])(=[O:62])=[O:61]. The yield is 0.180. No catalyst specified. (6) The reactants are C1(C)C=CC(S(O[CH:11]([CH2:13]/[CH:14]=[CH:15]/[C:16]2[CH:17]=[N:18][CH:19]=[C:20]([O:22][CH3:23])[CH:21]=2)[CH3:12])(=O)=O)=CC=1.[CH3:25][NH2:26]. The catalyst is C(O)C. The product is [CH3:25][NH:26][CH:11]([CH2:13]/[CH:14]=[CH:15]/[C:16]1[CH:17]=[N:18][CH:19]=[C:20]([O:22][CH3:23])[CH:21]=1)[CH3:12]. The yield is 0.418. (7) The reactants are Br[C:2]1[CH:3]=[C:4]([CH:7]=[C:8]([O:14][CH2:15][CH3:16])[C:9]=1[O:10]COC)[CH:5]=[O:6].[C:17]([Cu])#[N:18].CCOC(C)=O. The catalyst is CN(C=O)C. The product is [CH2:15]([O:14][C:8]1[C:9]([OH:10])=[C:2]([CH:3]=[C:4]([CH:5]=[O:6])[CH:7]=1)[C:17]#[N:18])[CH3:16]. The yield is 0.500.